Dataset: Peptide-MHC class I binding affinity with 185,985 pairs from IEDB/IMGT. Task: Regression. Given a peptide amino acid sequence and an MHC pseudo amino acid sequence, predict their binding affinity value. This is MHC class I binding data. (1) The peptide sequence is WMMWYWGPSLY. The MHC is HLA-A30:02 with pseudo-sequence HLA-A30:02. The binding affinity (normalized) is 0.645. (2) The binding affinity (normalized) is 0.466. The MHC is HLA-B08:03 with pseudo-sequence HLA-B08:03. The peptide sequence is KVQEWYLSY. (3) The peptide sequence is LPETMETLLL. The MHC is HLA-B53:01 with pseudo-sequence HLA-B53:01. The binding affinity (normalized) is 0.705. (4) The peptide sequence is VTDSQYALGI. The MHC is HLA-A02:01 with pseudo-sequence HLA-A02:01. The binding affinity (normalized) is 0. (5) The peptide sequence is KAALDLSHFL. The MHC is HLA-A11:01 with pseudo-sequence HLA-A11:01. The binding affinity (normalized) is 0. (6) The peptide sequence is QSADASTFLK. The MHC is HLA-A31:01 with pseudo-sequence HLA-A31:01. The binding affinity (normalized) is 0.359. (7) The peptide sequence is EQRLIDICV. The MHC is HLA-B15:17 with pseudo-sequence HLA-B15:17. The binding affinity (normalized) is 0.0847. (8) The peptide sequence is HQIWLALRY. The MHC is HLA-A02:03 with pseudo-sequence HLA-A02:03. The binding affinity (normalized) is 0.0847. (9) The peptide sequence is FYSKVSEFRW. The MHC is H-2-Kd with pseudo-sequence H-2-Kd. The binding affinity (normalized) is 0.0984.